Dataset: Full USPTO retrosynthesis dataset with 1.9M reactions from patents (1976-2016). Task: Predict the reactants needed to synthesize the given product. (1) Given the product [CH2:1]([C:8]1[N:9]=[C:10]([C:31]([O-:33])=[O:32])[S:11][C:12]=1[C:13]1[C:22]2[C:17](=[CH:18][CH:19]=[CH:20][CH:21]=2)[C:16]([S:23](=[O:30])(=[O:29])[NH:24][C:25]([CH3:28])([CH3:26])[CH3:27])=[CH:15][CH:14]=1)[C:2]1[CH:7]=[CH:6][CH:5]=[CH:4][CH:3]=1.[K+:37], predict the reactants needed to synthesize it. The reactants are: [CH2:1]([C:8]1[N:9]=[C:10]([C:31]([O:33]CC)=[O:32])[S:11][C:12]=1[C:13]1[C:22]2[C:17](=[CH:18][CH:19]=[CH:20][CH:21]=2)[C:16]([S:23](=[O:30])(=[O:29])[NH:24][C:25]([CH3:28])([CH3:27])[CH3:26])=[CH:15][CH:14]=1)[C:2]1[CH:7]=[CH:6][CH:5]=[CH:4][CH:3]=1.[OH-].[K+:37]. (2) Given the product [Cl:27][C:24]1[CH:23]=[CH:22][C:21]([C@@H:19]([NH:18][C:16](=[O:17])[N:15]([CH2:14][C:11]2[CH:10]=[CH:9][C:8]([C:7]([NH:6][CH2:5][C@@H:4]([OH:41])[C:3]([OH:42])=[O:2])=[O:40])=[CH:13][CH:12]=2)[C:28]2[CH:29]=[CH:30][C:31]([CH:34]3[CH2:35][CH2:36][CH2:37][CH2:38][CH2:39]3)=[CH:32][CH:33]=2)[CH3:20])=[CH:26][CH:25]=1, predict the reactants needed to synthesize it. The reactants are: C[O:2][C:3](=[O:42])[C@H:4]([OH:41])[CH2:5][NH:6][C:7](=[O:40])[C:8]1[CH:13]=[CH:12][C:11]([CH2:14][N:15]([C:28]2[CH:33]=[CH:32][C:31]([CH:34]3[CH2:39][CH2:38][CH2:37][CH2:36][CH2:35]3)=[CH:30][CH:29]=2)[C:16]([NH:18][C@H:19]([C:21]2[CH:26]=[CH:25][C:24]([Cl:27])=[CH:23][CH:22]=2)[CH3:20])=[O:17])=[CH:10][CH:9]=1.Cl. (3) Given the product [C:1]([O:5][C:6]([N:8]1[CH2:13][CH2:12][CH:11]([NH:15][C:16]2[CH:23]=[CH:22][C:21]([Cl:24])=[CH:20][C:17]=2[CH2:18][OH:19])[CH2:10][CH2:9]1)=[O:7])([CH3:4])([CH3:3])[CH3:2], predict the reactants needed to synthesize it. The reactants are: [C:1]([O:5][C:6]([N:8]1[CH2:13][CH2:12][C:11](=O)[CH2:10][CH2:9]1)=[O:7])([CH3:4])([CH3:3])[CH3:2].[NH2:15][C:16]1[CH:23]=[CH:22][C:21]([Cl:24])=[CH:20][C:17]=1[CH2:18][OH:19].C(O)(=O)C.[BH3-]C#N.[Na+]. (4) Given the product [Si:1]([O:8][C@H:9]1[CH2:18][C:17]([CH3:20])([CH3:19])[CH2:16][C:15]2[N:14]=[C:13]([C:21]([OH:23])([CH3:42])[CH3:22])[C:12]3[C@@H:24]([C:32]4[CH:33]=[CH:34][C:35]([C:38]([F:41])([F:39])[F:40])=[CH:36][CH:37]=4)[O:25][C:26]4([CH2:31][CH2:30][O:29][CH2:28][CH2:27]4)[C:11]=3[C:10]1=2)([C:4]([CH3:5])([CH3:6])[CH3:7])([CH3:3])[CH3:2], predict the reactants needed to synthesize it. The reactants are: [Si:1]([O:8][C@H:9]1[CH2:18][C:17]([CH3:20])([CH3:19])[CH2:16][C:15]2[N:14]=[C:13]([C:21](=[O:23])[CH3:22])[C:12]3[C@@H:24]([C:32]4[CH:37]=[CH:36][C:35]([C:38]([F:41])([F:40])[F:39])=[CH:34][CH:33]=4)[O:25][C:26]4([CH2:31][CH2:30][O:29][CH2:28][CH2:27]4)[C:11]=3[C:10]1=2)([C:4]([CH3:7])([CH3:6])[CH3:5])([CH3:3])[CH3:2].[CH3:42][Mg]Br. (5) Given the product [OH:32][C:28]1[CH:27]=[C:26]([NH:1][C:2]2[CH:14]=[C:13]([CH2:15][CH2:16][C:17]3[CH:22]=[CH:21][CH:20]=[C:19]([O:23][CH3:24])[CH:18]=3)[CH:12]=[CH:11][C:3]=2[C:4]([O:6][C:7]([CH3:10])([CH3:9])[CH3:8])=[O:5])[CH:31]=[CH:30][CH:29]=1, predict the reactants needed to synthesize it. The reactants are: [NH2:1][C:2]1[CH:14]=[C:13]([CH2:15][CH2:16][C:17]2[CH:22]=[CH:21][CH:20]=[C:19]([O:23][CH3:24])[CH:18]=2)[CH:12]=[CH:11][C:3]=1[C:4]([O:6][C:7]([CH3:10])([CH3:9])[CH3:8])=[O:5].I[C:26]1[CH:27]=[C:28]([OH:32])[CH:29]=[CH:30][CH:31]=1.C(=O)([O-])[O-].[Cs+].[Cs+].C1(P(C2CCCCC2)C2C=CC=CC=2C2C(C(C)C)=CC(C(C)C)=CC=2C(C)C)CCCCC1. (6) Given the product [O:20]1[C:21]2[CH:27]=[CH:26][CH:25]=[CH:24][C:22]=2[N:23]=[C:19]1[S:18][CH2:2][CH2:3][CH2:4][CH2:5][CH2:6][C:7]([NH:9][C:10]1[C:11]([S:16][CH3:17])=[N:12][CH:13]=[CH:14][CH:15]=1)=[O:8], predict the reactants needed to synthesize it. The reactants are: Br[CH2:2][CH2:3][CH2:4][CH2:5][CH2:6][C:7]([NH:9][C:10]1[C:11]([S:16][CH3:17])=[N:12][CH:13]=[CH:14][CH:15]=1)=[O:8].[SH:18][C:19]1[O:20][C:21]2[CH:27]=[CH:26][CH:25]=[CH:24][C:22]=2[N:23]=1.C1OCCOCCOCCOCCOCCOC1.C(=O)([O-])[O-].[K+].[K+].